From a dataset of Reaction yield outcomes from USPTO patents with 853,638 reactions. Predict the reaction yield, written as a fraction of the theoretical maximum amount of product (1.0 means a 100% yield; for example, 0.34 means a 34% yield). (1) The reactants are NC[C@@H]1CCCN(C(OC(C)(C)C)=O)C1.[N+:16]([C:19]1[CH:24]=[CH:23][CH:22]=[CH:21][C:20]=1[NH:25][CH2:26][C@H:27]1[CH2:32][CH2:31][CH2:30][N:29]([C:33]([O:35][C:36]([CH3:39])([CH3:38])[CH3:37])=[O:34])[CH2:28]1)([O-:18])=[O:17]. No catalyst specified. The product is [N+:16]([C:19]1[CH:24]=[CH:23][CH:22]=[CH:21][C:20]=1[NH:25][CH2:26][C@@H:27]1[CH2:32][CH2:31][CH2:30][N:29]([C:33]([O:35][C:36]([CH3:39])([CH3:38])[CH3:37])=[O:34])[CH2:28]1)([O-:18])=[O:17]. The yield is 1.00. (2) The reactants are C1C(=O)N(Br)C(=[O:4])C1.[CH2:9]([O:11][C:12]([C:14]1([CH2:20][CH:21]2[CH2:23][CH2:22]2)SCCCS1)=[O:13])[CH3:10].CCCCCC.C(Cl)Cl. The catalyst is C(#N)C.O. The product is [CH2:9]([O:11][C:12](=[O:13])[C:14](=[O:4])[CH2:20][CH:21]1[CH2:23][CH2:22]1)[CH3:10]. The yield is 0.610. (3) The reactants are [CH3:1][O:2][CH2:3][O:4][CH2:5][C:6]1[C:7]([S:14]([NH2:17])(=[O:16])=[O:15])=[C:8]([N+:11]([O-])=O)[S:9][CH:10]=1. The catalyst is C(O)(=O)C.[Fe]. The product is [NH2:11][C:8]1[S:9][CH:10]=[C:6]([CH2:5][O:4][CH2:3][O:2][CH3:1])[C:7]=1[S:14]([NH2:17])(=[O:15])=[O:16]. The yield is 0.620. (4) The reactants are [O:1]1CCOCC1.[Cl:7][C:8]1[CH:9]=[C:10]2[C:18](=[CH:19][C:20]=1[Cl:21])[NH:17][C:16]1[C:15]([CH3:23])([CH3:22])[C:14]3[CH:24]=[C:25]([O:28][CH3:29])[CH:26]=[CH:27][C:13]=3[CH2:12][C:11]2=1.C(C1C(=O)C(Cl)=C(Cl)C(=O)C=1C#N)#N. The catalyst is O. The product is [Cl:7][C:8]1[CH:9]=[C:10]2[C:18](=[CH:19][C:20]=1[Cl:21])[NH:17][C:16]1[C:15]([CH3:22])([CH3:23])[C:14]3[CH:24]=[C:25]([O:28][CH3:29])[CH:26]=[CH:27][C:13]=3[C:12](=[O:1])[C:11]2=1. The yield is 0.260.